From a dataset of Full USPTO retrosynthesis dataset with 1.9M reactions from patents (1976-2016). Predict the reactants needed to synthesize the given product. (1) Given the product [OH:18][C:2]1[C:3]([N+:11]([O-:13])=[O:12])=[C:4]([CH:8]=[CH:9][CH:10]=1)[C:5]([OH:7])=[O:6], predict the reactants needed to synthesize it. The reactants are: Cl[C:2]1[C:3]([N+:11]([O-:13])=[O:12])=[C:4]([CH:8]=[CH:9][CH:10]=1)[C:5]([OH:7])=[O:6].[OH-].[K+].Cl.C(O)(C(F)(F)F)=[O:18]. (2) Given the product [ClH:13].[Cl:13][CH2:2][C:3]1[CH:4]=[CH:5][C:6]([CH3:10])=[N:7][C:8]=1[CH3:9], predict the reactants needed to synthesize it. The reactants are: O[CH2:2][C:3]1[CH:4]=[CH:5][C:6]([CH3:10])=[N:7][C:8]=1[CH3:9].O=S(Cl)[Cl:13].O. (3) Given the product [Cl:54][C:55]1[CH:60]=[CH:59][C:58]([C:15]2[CH:14]=[C:13]3[C:18]([C:19](=[O:27])[NH:20][C:11]([N:9]4[CH:10]=[C:6]([C:4]([OH:3])=[O:5])[CH:7]=[N:8]4)=[N:12]3)=[CH:17][CH:16]=2)=[CH:57][CH:56]=1, predict the reactants needed to synthesize it. The reactants are: C([O:3][C:4]([C:6]1[CH:7]=[N:8][N:9]([C:11]2[N:20](COCCOC)[C:19](=[O:27])[C:18]3[C:13](=[CH:14][C:15](I)=[CH:16][CH:17]=3)[N:12]=2)[CH:10]=1)=[O:5])C.O=C1C2C(=CC(C3C=CC=CC=3)=CC=2)N=C(N2C=C(C(O)=O)C=N2)N1.[Cl:54][C:55]1[CH:60]=[CH:59][C:58](B(O)O)=[CH:57][CH:56]=1. (4) Given the product [CH2:19]([O:18][C:2]1[N:7]=[CH:6][C:5]([C:8]2[N:9]=[C:10]([CH2:13][CH2:14][CH2:15][CH2:16][NH2:17])[NH:11][CH:12]=2)=[CH:4][CH:3]=1)[CH3:20], predict the reactants needed to synthesize it. The reactants are: Cl[C:2]1[N:7]=[CH:6][C:5]([C:8]2[N:9]=[C:10]([CH2:13][CH2:14][CH2:15][CH2:16][NH2:17])[NH:11][CH:12]=2)=[CH:4][CH:3]=1.[O-:18][CH2:19][CH3:20].[Na+]. (5) Given the product [CH2:1]([N:3]([CH2:8][CH3:9])[C:4](=[O:7])[CH:5]=[CH2:6])[CH3:2].[CH3:10][N:11]([CH3:16])[C:12](=[O:15])[CH:13]=[CH2:14], predict the reactants needed to synthesize it. The reactants are: [CH2:1]([N:3]([CH2:8][CH3:9])[C:4](=[O:7])[CH:5]=[CH2:6])[CH3:2].[CH3:10][N:11]([CH3:16])[C:12](=[O:15])[CH:13]=[CH2:14].N(C(C1NCCN=1)(C)C)=NC(C1NCCN=1)(C)C. (6) Given the product [Cl:14][CH2:15]/[CH:16]=[CH:17]\[CH2:18][N:4]1[C:5]2[CH:10]=[CH:9][CH:8]=[CH:7][C:6]=2[N:2]([CH3:1])[C:3]1=[O:11], predict the reactants needed to synthesize it. The reactants are: [CH3:1][N:2]1[C:6]2[CH:7]=[CH:8][CH:9]=[CH:10][C:5]=2[NH:4][C:3]1=[O:11].[H-].[Na+].[Cl:14][CH2:15]/[CH:16]=[CH:17]\[CH2:18]Cl.